The task is: Predict the reaction yield, written as a fraction of the theoretical maximum amount of product (1.0 means a 100% yield; for example, 0.34 means a 34% yield).. This data is from Reaction yield outcomes from USPTO patents with 853,638 reactions. (1) The reactants are [Cl:1][C:2]1[CH:11]=[CH:10][C:9]([OH:12])=[C:8]2[C:3]=1[CH:4]=[CH:5][CH:6]=[N:7]2.[OH-].[Na+].[CH2:15](Br)[CH:16]=[CH2:17]. The catalyst is [Br-].C([N+](CCCC)(CCCC)CCCC)CCC.C1C=CC=CC=1. The product is [CH2:17]([O:12][C:9]1[CH:10]=[CH:11][C:2]([Cl:1])=[C:3]2[C:8]=1[N:7]=[CH:6][CH:5]=[CH:4]2)[CH:16]=[CH2:15]. The yield is 0.640. (2) The reactants are [CH2:1]([O:3][CH:4]([O:13][CH2:14][CH3:15])[C:5](=O)[CH2:6][C:7]([O:9]CC)=O)[CH3:2].[NH2:16][C:17]([NH2:19])=[S:18].C[O-].[Na+].[CH2:23](Br)[C:24]1[CH:29]=[CH:28][CH:27]=[CH:26][CH:25]=1. The product is [CH2:14]([O:13][CH:4]([O:3][CH2:1][CH3:2])[C:5]1[NH:19][C:17]([S:18][CH2:23][C:24]2[CH:29]=[CH:28][CH:27]=[CH:26][CH:25]=2)=[N:16][C:7](=[O:9])[CH:6]=1)[CH3:15]. The yield is 0.760. The catalyst is C(O)C.O. (3) The reactants are [NH2:1][CH2:2][C:3]1[CH:4]=[C:5]([Sn:10]([CH3:13])([CH3:12])[CH3:11])[CH:6]=[CH:7][C:8]=1[F:9].Cl[S:15]([CH3:18])(=[O:17])=[O:16].CCN(CC)CC.CCOC(C)=O.O. The catalyst is C(Cl)Cl. The product is [CH3:18][S:15]([NH:1][CH2:2][C:3]1[CH:4]=[C:5]([Sn:10]([CH3:13])([CH3:12])[CH3:11])[CH:6]=[CH:7][C:8]=1[F:9])(=[O:17])=[O:16]. The yield is 0.530. (4) The product is [C:12]1([C:9]2[N:10]=[CH:11][C:6]([NH2:3])=[CH:7][CH:8]=2)[CH:13]=[CH:14][CH:15]=[CH:16][CH:17]=1. The reactants are [Cl-].[NH4+].[N+:3]([C:6]1[CH:7]=[CH:8][C:9]([C:12]2[CH:17]=[CH:16][CH:15]=[CH:14][CH:13]=2)=[N:10][CH:11]=1)([O-])=O. The yield is 0.820. The catalyst is O.C1COCC1.[Zn].